This data is from Reaction yield outcomes from USPTO patents with 853,638 reactions. The task is: Predict the reaction yield, written as a fraction of the theoretical maximum amount of product (1.0 means a 100% yield; for example, 0.34 means a 34% yield). (1) The reactants are [Cl:1][C:2]1[CH:7]=[C:6]2[NH:8][C:9](=[O:32])[C@:10]3([C@H:15]([C:16]4[CH:21]=[CH:20][CH:19]=[C:18]([Cl:22])[CH:17]=4)[CH2:14][C:13](=[O:23])[NH:12][C@@H:11]3[C:24]3[CH:29]=[C:28]([F:30])[CH:27]=[CH:26][C:25]=3[CH3:31])[C:5]2=[CH:4][CH:3]=1.[CH3:33][O:34][CH:35]([Si:37]([CH3:40])([CH3:39])[CH3:38])[CH3:36].[C:41]([O:45][C:46](=[O:49])[CH2:47]Br)([CH3:44])([CH3:43])[CH3:42].C(=O)([O-])[O-].[Cs+].[Cs+].[NH4+].[Cl-]. The catalyst is CN(C)C=O. The product is [Cl:1][C:2]1[CH:7]=[C:6]2[NH:8][C:9](=[O:32])[C:10]3([CH:15]([C:16]4[CH:21]=[CH:20][CH:19]=[C:18]([Cl:22])[CH:17]=4)[CH2:14][C:13](=[O:23])[N:12]([CH2:47][C:46]([O:45][C:41]([CH3:44])([CH3:43])[CH3:42])=[O:49])[CH:11]3[C:24]3[CH:29]=[C:28]([F:30])[CH:27]=[CH:26][C:25]=3[CH3:31])[C:5]2=[CH:4][CH:3]=1.[CH3:33][O:34][CH:35]([Si:37]([CH3:40])([CH3:39])[CH3:38])[CH3:36]. The yield is 0.487. (2) The reactants are [CH3:1][NH:2][CH3:3].Cl[C:5]([CH:7]([CH3:29])[CH2:8][CH2:9][N:10]1[C:14]2[CH:15]=[CH:16][CH:17]=[C:18]([CH3:19])[C:13]=2[N:12]=[C:11]1[CH2:20][O:21][C:22]1[CH:27]=[CH:26][C:25]([Cl:28])=[CH:24][CH:23]=1)=[O:6]. The catalyst is CO. The product is [CH3:1][N:2]([CH3:3])[C:5]([CH:7]([CH3:29])[CH2:8][CH2:9][N:10]1[C:14]2[CH:15]=[CH:16][CH:17]=[C:18]([CH3:19])[C:13]=2[N:12]=[C:11]1[CH2:20][O:21][C:22]1[CH:27]=[CH:26][C:25]([Cl:28])=[CH:24][CH:23]=1)=[O:6]. The yield is 0.630. (3) The reactants are [NH2:1][C:2]1[CH:3]=[C:4]([CH:8]=[CH:9][C:10]=1[O:11][CH3:12])[C:5]([OH:7])=O.[CH3:13][O:14][C:15]1[CH:16]=[C:17]([SH:25])[CH:18]=[C:19]([O:23][CH3:24])[C:20]=1[O:21][CH3:22]. No catalyst specified. The product is [NH2:1][C:2]1[CH:3]=[C:4]([C:5](=[O:7])[S:25][C:17]2[CH:16]=[C:15]([O:14][CH3:13])[C:20]([O:21][CH3:22])=[C:19]([O:23][CH3:24])[CH:18]=2)[CH:8]=[CH:9][C:10]=1[O:11][CH3:12]. The yield is 0.470.